Dataset: Forward reaction prediction with 1.9M reactions from USPTO patents (1976-2016). Task: Predict the product of the given reaction. (1) Given the reactants [OH:1][CH2:2][CH:3]([CH3:42])[CH2:4][CH2:5][CH2:6][C:7]([CH3:41])=[CH:8][CH2:9][CH:10]([O:20][C:21](=[O:40])[CH2:22][C@H:23]([O:32][Si:33]([C:36]([CH3:39])([CH3:38])[CH3:37])([CH3:35])[CH3:34])[C:24]([CH3:31])([CH3:30])[C:25](=[O:29])[CH:26]([Br:28])[CH3:27])[C:11]([CH3:19])=[CH:12][C:13]1[N:14]=[C:15]([CH3:18])[S:16][CH:17]=1.CS(C)=O.C(N(CC)CC)C.N1C=CC=CC=1, predict the reaction product. The product is: [CH3:41][C:7]([CH2:6][CH2:5][CH2:4][CH:3]([CH3:42])[CH:2]=[O:1])=[CH:8][CH2:9][CH:10]([O:20][C:21](=[O:40])[CH2:22][C@H:23]([O:32][Si:33]([C:36]([CH3:37])([CH3:38])[CH3:39])([CH3:35])[CH3:34])[C:24]([CH3:30])([CH3:31])[C:25](=[O:29])[CH:26]([Br:28])[CH3:27])[C:11]([CH3:19])=[CH:12][C:13]1[N:14]=[C:15]([CH3:18])[S:16][CH:17]=1. (2) Given the reactants Cl.[N:2]1([CH2:7][C:8]([OH:10])=O)[CH:6]=[CH:5][N:4]=[N:3]1.[Cl:11][C:12]1[CH:13]=[C:14]([CH:38]=[CH:39][CH:40]=1)[CH2:15][C@H:16]1[CH2:20][NH:19][C@H:18]([C:21]([NH:23][C:24]2[CH:29]=[CH:28][C:27]([O:30][C:31]3[CH:36]=[CH:35][C:34]([F:37])=[CH:33][CH:32]=3)=[CH:26][CH:25]=2)=[O:22])[CH2:17]1, predict the reaction product. The product is: [N:2]1([CH2:7][C:8]([N:19]2[CH2:20][C@H:16]([CH2:15][C:14]3[CH:38]=[CH:39][CH:40]=[C:12]([Cl:11])[CH:13]=3)[CH2:17][C@H:18]2[C:21]([NH:23][C:24]2[CH:29]=[CH:28][C:27]([O:30][C:31]3[CH:32]=[CH:33][C:34]([F:37])=[CH:35][CH:36]=3)=[CH:26][CH:25]=2)=[O:22])=[O:10])[CH:6]=[CH:5][N:4]=[N:3]1. (3) Given the reactants [CH2:1]([N:3]1[C:12]2[C:7](=[CH:8][C:9]3[O:15][CH2:14][O:13][C:10]=3[CH:11]=2)[C:6](=[O:16])[C:5]([C:17]([OH:19])=[O:18])=[N:4]1)[CH3:2].[N+:20]([O-])([O-:22])=[O:21].[K+], predict the reaction product. The product is: [CH2:1]([N:3]1[C:12]2[C:7](=[C:8]([N+:20]([O-:22])=[O:21])[C:9]3[O:15][CH2:14][O:13][C:10]=3[CH:11]=2)[C:6](=[O:16])[C:5]([C:17]([OH:19])=[O:18])=[N:4]1)[CH3:2].